From a dataset of Reaction yield outcomes from USPTO patents with 853,638 reactions. Predict the reaction yield, written as a fraction of the theoretical maximum amount of product (1.0 means a 100% yield; for example, 0.34 means a 34% yield). (1) The reactants are [F:1][C:2]1[CH:20]=[CH:19][C:5]([CH2:6][NH:7][C@H:8]2[C@H:13]3[O:14][C@H:10]([CH2:11][CH2:12]3)[C@H:9]2[C:15]([O:17]C)=O)=[CH:4][CH:3]=1.[CH3:21][S:22]([NH:25][C:26]1[CH:41]=[CH:40][C:29]2[NH:30][C:31]([CH2:36][C:37](O)=[O:38])=[N:32][S:33](=[O:35])(=[O:34])[C:28]=2[CH:27]=1)(=[O:24])=[O:23].CN1CCOCC1.Cl.CN(C)CCCN=C=NCC.C(N(CC)CC)C. The catalyst is CN(C)C=O.C(OCC)(=O)C. The product is [F:1][C:2]1[CH:3]=[CH:4][C:5]([CH2:6][N:7]2[C:37](=[O:38])[C:36]([C:31]3[NH:30][C:29]4[CH:40]=[CH:41][C:26]([NH:25][S:22]([CH3:21])(=[O:24])=[O:23])=[CH:27][C:28]=4[S:33](=[O:35])(=[O:34])[N:32]=3)=[C:15]([OH:17])[C@H:9]3[C@@H:8]2[C@H:13]2[O:14][C@@H:10]3[CH2:11][CH2:12]2)=[CH:19][CH:20]=1. The yield is 0.410. (2) The reactants are [CH:1]1([CH2:4][C:5]2[C:6]([CH2:27]O)=[N:7][C:8]([O:25][CH3:26])=[C:9]([CH:22]([CH3:24])[CH3:23])[C:10]=2[C:11]([C:13]2[CH:14]=[C:15]([CH:18]=[C:19]([CH3:21])[CH:20]=2)[C:16]#[N:17])=[O:12])[CH2:3][CH2:2]1.[Br-:29].[Br-].C1(P(C2C=CC=CC=2)C2C=CC=CC=2)C=CC=CC=1. The catalyst is ClCCl. The product is [Br:29][CH2:27][C:6]1[C:5]([CH2:4][CH:1]2[CH2:3][CH2:2]2)=[C:10]([C:11]([C:13]2[CH:14]=[C:15]([CH:18]=[C:19]([CH3:21])[CH:20]=2)[C:16]#[N:17])=[O:12])[C:9]([CH:22]([CH3:24])[CH3:23])=[C:8]([O:25][CH3:26])[N:7]=1. The yield is 0.740. (3) The reactants are [ClH:1].O1CCOCC1.[CH3:8][NH:9][C:10]([C:12]1[N:13]=[C:14]([N:17]2[CH2:22][CH2:21][N:20](C(OC(C)(C)C)=O)[CH2:19][CH:18]2[CH2:30][O:31][C:32]2[CH:33]=[N:34][CH:35]=[CH:36][CH:37]=2)[S:15][CH:16]=1)=[O:11]. The catalyst is CO. The product is [ClH:1].[ClH:1].[CH3:8][NH:9][C:10]([C:12]1[N:13]=[C:14]([N:17]2[CH2:22][CH2:21][NH:20][CH2:19][CH:18]2[CH2:30][O:31][C:32]2[CH:33]=[N:34][CH:35]=[CH:36][CH:37]=2)[S:15][CH:16]=1)=[O:11]. The yield is 0.970. (4) The catalyst is C(#N)C. The reactants are [CH3:1][C:2]1[CH:7]=[C:6]([CH3:8])[CH:5]=[C:4]([CH:9]2[CH2:13][CH2:12][CH2:11][O:10]2)[C:3]=1[OH:14].Br[CH2:16][C:17]([O:19][CH3:20])=[O:18].C(=O)([O-])[O-].[Cs+].[Cs+]. The product is [CH3:1][C:2]1[CH:7]=[C:6]([CH3:8])[CH:5]=[C:4]([CH:9]2[CH2:13][CH2:12][CH2:11][O:10]2)[C:3]=1[O:14][CH2:16][C:17]([O:19][CH3:20])=[O:18]. The yield is 0.300. (5) The reactants are [CH3:1]CN(C(C)C)C(C)C.[Li]CCCC.CN(P(N(C)C)(N(C)C)=O)C.[O:26]1[CH2:31][CH2:30][CH:29]=[C:28]([C:32]([O:34][CH2:35][C:36]2[CH:41]=[CH:40][CH:39]=[CH:38][CH:37]=2)=[O:33])[CH2:27]1.N[C@H](C(O)=O)CCSC. The catalyst is C1COCC1.CCOC(C)=O. The product is [CH3:1][C:28]1([C:32]([O:34][CH2:35][C:36]2[CH:41]=[CH:40][CH:39]=[CH:38][CH:37]=2)=[O:33])[CH:29]=[CH:30][CH2:31][O:26][CH2:27]1. The yield is 0.600.